This data is from Catalyst prediction with 721,799 reactions and 888 catalyst types from USPTO. The task is: Predict which catalyst facilitates the given reaction. (1) Reactant: [N:1]1C=CC=CC=1.Br[CH2:8][C:9](=O)[C:10]([O:12][CH2:13][CH3:14])=[O:11].[NH2:16][C:17]1[C:22]([CH:23]=O)=[CH:21][N:20]=[C:19]([Br:25])[CH:18]=1.N1CCCC1. Product: [NH2:1][C:8]1[C:9]([C:10]([O:12][CH2:13][CH3:14])=[O:11])=[N:16][C:17]2[C:22]([CH:23]=1)=[CH:21][N:20]=[C:19]([Br:25])[CH:18]=2. The catalyst class is: 14. (2) Reactant: [Br:1][C:2]1[CH:7]=[CH:6][C:5](CC#N)=[C:4]([F:11])[CH:3]=1.[OH-:12].[K+].[CH2:14]([OH:16])[CH3:15]. Product: [Br:1][C:2]1[CH:7]=[CH:6][C:5]([CH2:15][C:14]([OH:12])=[O:16])=[C:4]([F:11])[CH:3]=1. The catalyst class is: 6. (3) Reactant: [CH3:1][CH:2]([N:4]1[CH2:9][CH2:8][CH:7]([C:10]([O:12]CC)=[O:11])[CH2:6][CH2:5]1)[CH3:3].O.O.O.O.O.O.O.O.[OH-].[Ba+2].[OH-].C(O)C.C(=O)([O-])[O-].[NH4+].[NH4+]. Product: [CH3:3][CH:2]([N:4]1[CH2:5][CH2:6][CH:7]([C:10]([OH:12])=[O:11])[CH2:8][CH2:9]1)[CH3:1]. The catalyst class is: 6. (4) Product: [F:14][C:15]1[CH:29]=[CH:28][C:18]2[C:19]([N:22]3[CH2:27][CH2:26][N:25]([CH2:2][CH2:3][CH2:4][N:5]4[C:9]5[CH:10]=[CH:11][CH:12]=[CH:13][C:8]=5[N:7]=[N:6]4)[CH2:24][CH2:23]3)=[N:20][O:21][C:17]=2[CH:16]=1. The catalyst class is: 10. Reactant: Cl[CH2:2][CH2:3][CH2:4][N:5]1[C:9]2[CH:10]=[CH:11][CH:12]=[CH:13][C:8]=2[N:7]=[N:6]1.[F:14][C:15]1[CH:29]=[CH:28][C:18]2[C:19]([N:22]3[CH2:27][CH2:26][NH:25][CH2:24][CH2:23]3)=[N:20][O:21][C:17]=2[CH:16]=1.C(N(C(C)C)CC)(C)C.[I-].[K+]. (5) Reactant: [C:1]1([CH:11]=[CH:12][C:13](Cl)=[O:14])[C:10]2[C:5](=[CH:6][CH:7]=[CH:8][CH:9]=2)[CH:4]=[CH:3][CH:2]=1.C1(P(C2C=CC=CC=2)C2C=CC=CC=2)C=CC=CC=1. Product: [C:1]1([CH:11]=[CH:12][CH:13]=[O:14])[C:10]2[C:5](=[CH:6][CH:7]=[CH:8][CH:9]=2)[CH:4]=[CH:3][CH:2]=1. The catalyst class is: 21. (6) Reactant: [CH2:1]([C:3]1[C:11](I)=[CH:10][C:6]2[O:7][CH2:8][O:9][C:5]=2[CH:4]=1)[CH3:2].CC([O-])(C)C.[K+].[I-].C[P+](C1C=CC=CC=1)(C1C=CC=CC=1)C1C=CC=CC=1.C1C(C=O)=CC2OCOC=2C=1. Product: [CH:1]([C:3]1[CH:11]=[CH:10][C:6]2[O:7][CH2:8][O:9][C:5]=2[CH:4]=1)=[CH2:2]. The catalyst class is: 1. (7) Reactant: [Br:1][C:2]1[CH:3]=[C:4]([CH2:9][C:10](=[O:12])[CH3:11])[CH:5]=[C:6]([Cl:8])[CH:7]=1.[Cl:13][C:14]1[CH:21]=[CH:20][C:17]([CH2:18]Cl)=[CH:16][CH:15]=1.C(=O)([O-])[O-].[Cs+].[Cs+]. Product: [Br:1][C:2]1[CH:3]=[C:4]([CH:9]([CH2:18][C:17]2[CH:20]=[CH:21][C:14]([Cl:13])=[CH:15][CH:16]=2)[C:10](=[O:12])[CH3:11])[CH:5]=[C:6]([Cl:8])[CH:7]=1. The catalyst class is: 10. (8) Reactant: [F:1][C:2]([F:18])([F:17])[C:3]([O:5]C1C(F)=C(F)C(F)=C(F)C=1F)=O.[NH2:19][C:20]1[N:24]([CH2:25][CH3:26])[N:23]=[C:22]([CH2:27][C:28]([OH:30])=O)[CH:21]=1.[N:31]1[CH:36]=[CH:35][CH:34]=[CH:33]C=1.N1CCCC1. Product: [CH2:25]([N:24]1[C:20]([NH:19][C:3](=[O:5])[C:2]([F:1])([F:17])[F:18])=[CH:21][C:22]([CH2:27][C:28](=[O:30])[N:31]2[CH2:33][CH2:34][CH2:35][CH2:36]2)=[N:23]1)[CH3:26]. The catalyst class is: 3.